Task: Predict the reactants needed to synthesize the given product.. Dataset: Full USPTO retrosynthesis dataset with 1.9M reactions from patents (1976-2016) (1) Given the product [Br:20][C:5]1[C:6]([NH:9][C@@H:10]2[C@@H:15]3[CH2:16][C@@H:12]([CH:13]=[CH:14]3)[C@@H:11]2[C:17]([NH2:19])=[O:18])=[C:7]2[N:8]=[C:28]([C:25]3[C:24]([CH3:30])=[N:23][N:22]([CH3:21])[C:26]=3[CH3:27])[NH:1][C:2]2=[N:3][CH:4]=1, predict the reactants needed to synthesize it. The reactants are: [NH2:1][C:2]1[C:7]([NH2:8])=[C:6]([NH:9][C@@H:10]2[C@@H:15]3[CH2:16][C@@H:12]([CH:13]=[CH:14]3)[C@@H:11]2[C:17]([NH2:19])=[O:18])[C:5]([Br:20])=[CH:4][N:3]=1.[CH3:21][N:22]1[C:26]([CH3:27])=[C:25]([CH:28]=O)[C:24]([CH3:30])=[N:23]1.C([O-])(=O)C.[NH4+]. (2) Given the product [OH:38][C:25]1[C:24](=[O:23])[N:13]([C:14]2[N:15]=[N:16][C:17]([CH3:20])=[CH:18][CH:19]=2)[CH:11]([C:8]2[CH:7]=[CH:6][C:5]([O:4][CH:1]([CH3:2])[CH3:3])=[CH:10][N:9]=2)[C:26]=1[C:27](=[O:28])[C:29]1[CH:34]=[CH:33][C:32]([CH:35]([CH3:37])[CH3:36])=[CH:31][CH:30]=1, predict the reactants needed to synthesize it. The reactants are: [CH:1]([O:4][C:5]1[CH:6]=[CH:7][C:8]([CH:11]=O)=[N:9][CH:10]=1)([CH3:3])[CH3:2].[NH2:13][C:14]1[N:15]=[N:16][C:17]([CH3:20])=[CH:18][CH:19]=1.C([O:23][C:24](=O)[C:25]([OH:38])=[CH:26][C:27]([C:29]1[CH:34]=[CH:33][C:32]([CH:35]([CH3:37])[CH3:36])=[CH:31][CH:30]=1)=[O:28])C. (3) Given the product [O:42]1[C:38]2[CH:37]=[CH:36][C:35]([C:2]3[CH:7]=[CH:6][C:5]([C:8]4[N:9]([CH2:14][C@@H:15]5[CH2:19][CH2:18][N:17]([C:20]([CH:22]6[CH2:24][C:23]6([F:26])[F:25])=[O:21])[CH2:16]5)[C:10](=[O:13])[NH:11][N:12]=4)=[CH:4][CH:3]=3)=[CH:43][C:39]=2[CH:40]=[CH:41]1, predict the reactants needed to synthesize it. The reactants are: Br[C:2]1[CH:7]=[CH:6][C:5]([C:8]2[N:9]([CH2:14][C@@H:15]3[CH2:19][CH2:18][N:17]([C:20]([CH:22]4[CH2:24][C:23]4([F:26])[F:25])=[O:21])[CH2:16]3)[C:10](=[O:13])[NH:11][N:12]=2)=[CH:4][CH:3]=1.CC1(C)C(C)(C)OB([C:35]2[CH:36]=[CH:37][C:38]3[O:42][CH:41]=[CH:40][C:39]=3[CH:43]=2)O1.C([O-])([O-])=O.[Cs+].[Cs+]. (4) Given the product [NH2:25][C:24]1[C:15]([N:11]2[CH2:12][CH2:13][CH2:14][C@H:9]([NH:8][C:6]([O:5][C:1]([CH3:4])([CH3:3])[CH3:2])=[O:7])[CH2:10]2)=[C:16]2[C:21](=[N:22][CH:23]=1)[N:20]([C:28]([O:30][C:31]([CH3:33])([CH3:34])[CH3:32])=[O:29])[CH2:19][CH2:18][CH2:17]2, predict the reactants needed to synthesize it. The reactants are: [C:1]([O:5][C:6]([NH:8][C@H:9]1[CH2:14][CH2:13][CH2:12][N:11]([C:15]2[C:24]([N+:25]([O-])=O)=[CH:23][N:22]=[C:21]3[C:16]=2[CH2:17][CH2:18][CH2:19][N:20]3[C:28]([O:30][C:31]([CH3:34])([CH3:33])[CH3:32])=[O:29])[CH2:10]1)=[O:7])([CH3:4])([CH3:3])[CH3:2].CC(O)=O. (5) Given the product [N+:8]([C:7]1[CH:6]=[CH:5][CH:4]=[C:3]2[C:2]=1[CH:1]=[N:24][N:11]2[C:12](=[O:15])[CH3:13])([O-:10])=[O:9], predict the reactants needed to synthesize it. The reactants are: [CH3:1][C:2]1[C:7]([N+:8]([O-:10])=[O:9])=[CH:6][CH:5]=[CH:4][C:3]=1[NH2:11].[C:12]([O-:15])(=O)[CH3:13].[K+].C(OC(=O)C)(=O)C.[N:24](OCCC(C)C)=O.